Predict which catalyst facilitates the given reaction. From a dataset of Catalyst prediction with 721,799 reactions and 888 catalyst types from USPTO. (1) Reactant: [C:1]1([CH:11]([NH:13][CH:14]2[CH2:19][CH2:18][CH2:17][CH:16](C3C=CC(C4(O)COC4)=CC=3)[CH2:15]2)[CH3:12])[C:10]2[C:5](=[CH:6][CH:7]=[CH:8][CH:9]=2)[CH:4]=[CH:3][CH:2]=1.C1([C@H](NC2CCCC([C:50]3[CH:55]=[CH:54][C:53]([C:56]4(O)[CH2:59][O:58][CH2:57]4)=[CH:52][CH:51]=3)C2)C)C2C(=CC=CC=2)C=CC=1.C(N(S(F)(F)[F:67])CC)C. Product: [F:67][C:56]1([C:53]2[CH:54]=[CH:55][C:50]([CH:16]3[CH2:17][CH2:18][CH2:19][CH:14]([NH:13][C@@H:11]([C:1]4[C:10]5[C:5](=[CH:6][CH:7]=[CH:8][CH:9]=5)[CH:4]=[CH:3][CH:2]=4)[CH3:12])[CH2:15]3)=[CH:51][CH:52]=2)[CH2:59][O:58][CH2:57]1. The catalyst class is: 2. (2) Reactant: C([O:8][N:9]([CH2:12][C:13]1([C:18]([NH:20][NH:21][C:22]2[N:27]=[C:26]([C:28]([F:31])([F:30])[F:29])[CH:25]=[CH:24][N:23]=2)=[O:19])[CH2:17][CH2:16][CH2:15][CH2:14]1)[CH:10]=[O:11])C1C=CC=CC=1. Product: [OH:8][N:9]([CH2:12][C:13]1([C:18]([NH:20][NH:21][C:22]2[N:27]=[C:26]([C:28]([F:31])([F:29])[F:30])[CH:25]=[CH:24][N:23]=2)=[O:19])[CH2:17][CH2:16][CH2:15][CH2:14]1)[CH:10]=[O:11]. The catalyst class is: 19. (3) Reactant: [F:1][C:2]1[CH:7]=[C:6]([F:8])[CH:5]=[CH:4][C:3]=1B(O)O.Br[C:13]1[CH:18]=[CH:17][CH:16]=[CH:15][CH:14]=1.C(=O)([O-])[O-].[Na+].[Na+].C(OCC)(=O)C. Product: [F:1][C:2]1[CH:7]=[C:6]([F:8])[CH:5]=[CH:4][C:3]=1[C:13]1[CH:18]=[CH:17][CH:16]=[CH:15][CH:14]=1. The catalyst class is: 622. (4) Reactant: [Si]([O:18][CH2:19][CH2:20][CH2:21][CH:22]1[C:27](=[O:28])[N:26]([CH:29]([CH3:31])[CH3:30])[C:25](=[O:32])[NH:24][C:23]1=[O:33])(C(C)(C)C)(C1C=CC=CC=1)C1C=CC=CC=1.F.C(N(CC)CC)C. Product: [OH:18][CH2:19][CH2:20][CH2:21][CH:22]1[C:27](=[O:28])[N:26]([CH:29]([CH3:30])[CH3:31])[C:25](=[O:32])[NH:24][C:23]1=[O:33]. The catalyst class is: 1. (5) Reactant: [CH2:1]([C:5]1([N:33]([CH3:35])[CH3:34])[CH2:10][CH2:9][C:8]([C:22]2[N:23]([CH3:32])[C:24]3[C:29]([C:30]=2[CH3:31])=[CH:28][CH:27]=[CH:26][CH:25]=3)([C:11]2[N:12]([CH3:21])[C:13]3[C:18]([C:19]=2[CH3:20])=[CH:17][CH:16]=[CH:15][CH:14]=3)[CH2:7][CH2:6]1)[CH2:2][CH2:3][CH3:4].[Cl:36][Si](C)(C)C. Product: [ClH:36].[CH2:1]([C:5]1([N:33]([CH3:35])[CH3:34])[CH2:10][CH2:9][C:8]([C:22]2[N:23]([CH3:32])[C:24]3[C:29]([C:30]=2[CH3:31])=[CH:28][CH:27]=[CH:26][CH:25]=3)([C:11]2[N:12]([CH3:21])[C:13]3[C:18]([C:19]=2[CH3:20])=[CH:17][CH:16]=[CH:15][CH:14]=3)[CH2:7][CH2:6]1)[CH2:2][CH2:3][CH3:4]. The catalyst class is: 244. (6) Reactant: Cl.[N:2]1[CH:3]=[CH:4][N:5]2[CH:10]=[CH:9][N:8]=[C:7]([N:11]3[CH2:15][CH2:14][C@H:13]([NH2:16])[CH2:12]3)[C:6]=12.[F:17][C:18]1[CH:19]=[C:20]([N:24]2[CH:28]=[N:27][C:26]([C:29](O)=[O:30])=[N:25]2)[CH:21]=[CH:22][CH:23]=1.C(N(CC)C(C)C)C.CN(C(ON1N=NC2C=CC=NC1=2)=[N+](C)C)C.F[P-](F)(F)(F)(F)F. Product: [F:17][C:18]1[CH:19]=[C:20]([N:24]2[CH:28]=[N:27][C:26]([C:29]([NH:16][C@H:13]3[CH2:14][CH2:15][N:11]([C:7]4[C:6]5[N:5]([CH:4]=[CH:3][N:2]=5)[CH:10]=[CH:9][N:8]=4)[CH2:12]3)=[O:30])=[N:25]2)[CH:21]=[CH:22][CH:23]=1. The catalyst class is: 39. (7) Reactant: C(Cl)CCl.C1C=CC2N(O)N=NC=2C=1.[NH2:15][CH2:16][C:17]1[C:18]([F:34])=[C:19]([O:24][C:25]2[CH:26]=[C:27]([CH:30]=[C:31]([Cl:33])[CH:32]=2)[C:28]#[N:29])[C:20]([Cl:23])=[CH:21][CH:22]=1.[CH3:35][C:36]([O:39][C:40]([N:42]([C:51]([O:53][C:54]([CH3:57])([CH3:56])[CH3:55])=[O:52])[C:43]1[NH:44][CH:45]=[C:46]([C:48](O)=[O:49])[N:47]=1)=[O:41])([CH3:38])[CH3:37].C(=O)(O)[O-].[Na+]. Product: [Cl:23][C:20]1[CH:21]=[CH:22][C:17]([CH2:16][NH:15][C:48]([C:46]2[N:47]=[C:43]([N:42]([C:51]([O:53][C:54]([CH3:57])([CH3:56])[CH3:55])=[O:52])[C:40]([O:39][C:36]([CH3:37])([CH3:38])[CH3:35])=[O:41])[NH:44][CH:45]=2)=[O:49])=[C:18]([F:34])[C:19]=1[O:24][C:25]1[CH:26]=[C:27]([C:28]#[N:29])[CH:30]=[C:31]([Cl:33])[CH:32]=1. The catalyst class is: 3. (8) Reactant: F[P-](F)(F)(F)(F)F.N1(O[P+](N(C)C)(N(C)C)N(C)C)C2C=CC=CC=2N=N1.[O:28]=[C:29]1[NH:37][C:32]2=[N:33][CH:34]=[CH:35][CH:36]=[C:31]2[C@@:30]21[CH2:48][C:40]1=[N:41][CH:42]=[C:43]([C:45]([OH:47])=O)[CH:44]=[C:39]1[CH2:38]2.Cl.[NH2:50][C@H:51]1[CH2:56][C@@H:55]([C:57]2[CH:62]=[CH:61][CH:60]=[C:59]([CH3:63])[C:58]=2[F:64])[C@@H:54]([CH3:65])[N:53]([CH2:66][C:67]([F:70])([F:69])[F:68])[C:52]1=[O:71].C(N(CC)C(C)C)(C)C. Product: [F:64][C:58]1[C:59]([CH3:63])=[CH:60][CH:61]=[CH:62][C:57]=1[C@H:55]1[C@@H:54]([CH3:65])[N:53]([CH2:66][C:67]([F:69])([F:70])[F:68])[C:52](=[O:71])[C@@H:51]([NH:50][C:45]([C:43]2[CH:44]=[C:39]3[CH2:38][C@@:30]4([C:31]5[C:32](=[N:33][CH:34]=[CH:35][CH:36]=5)[NH:37][C:29]4=[O:28])[CH2:48][C:40]3=[N:41][CH:42]=2)=[O:47])[CH2:56]1. The catalyst class is: 3. (9) Reactant: [CH3:1][S:2][C:3]1[NH:4][C:5]([CH2:10][N:11]2[CH2:16][CH2:15][O:14][CH2:13][CH2:12]2)=[CH:6][C:7](=O)[N:8]=1.P(Cl)(Cl)([Cl:19])=O. Product: [Cl:19][C:7]1[N:8]=[C:3]([S:2][CH3:1])[N:4]=[C:5]([CH2:10][N:11]2[CH2:16][CH2:15][O:14][CH2:13][CH2:12]2)[CH:6]=1. The catalyst class is: 74. (10) Reactant: C1(OC(=O)[C@@H](NC(OC(C)(C)C)=O)CC[O:11][C:12]2[CH:21]=[C:20]3[C:15]([C:16]([NH:24][C:25]4[CH:30]=[CH:29][C:28]([NH:31][C:32](=[O:39])[C:33]5[CH:38]=[CH:37][CH:36]=[CH:35][CH:34]=5)=[CH:27][CH:26]=4)=[C:17]([C:22]#[N:23])[CH:18]=[N:19]3)=[CH:14][C:13]=2[O:40][CH3:41])CCCC1. Product: [C:22]([C:17]1[CH:18]=[N:19][C:20]2[C:15]([C:16]=1[NH:24][C:25]1[CH:26]=[CH:27][C:28]([NH:31][C:32](=[O:39])[C:33]3[CH:38]=[CH:37][CH:36]=[CH:35][CH:34]=3)=[CH:29][CH:30]=1)=[CH:14][C:13]([O:40][CH3:41])=[C:12]([OH:11])[CH:21]=2)#[N:23]. The catalyst class is: 137.